This data is from Full USPTO retrosynthesis dataset with 1.9M reactions from patents (1976-2016). The task is: Predict the reactants needed to synthesize the given product. (1) Given the product [CH3:17][O:13][C:7]1([C:6]#[C:5][Si:2]([CH3:3])([CH3:4])[CH3:1])[CH2:8][CH2:9][O:10][CH2:11][CH2:12]1, predict the reactants needed to synthesize it. The reactants are: [CH3:1][Si:2]([C:5]#[C:6][C:7]1([OH:13])[CH2:12][CH2:11][O:10][CH2:9][CH2:8]1)([CH3:4])[CH3:3].[H-].[Na+].I[CH3:17]. (2) Given the product [CH:30]1[C:31]2[C:32](=[CH:33][CH:34]=[CH:35][CH:36]=2)[CH:45]=[CH:46][C:41]=1[CH2:42][N:8]1[CH:5]2[CH2:6][CH2:7][CH:1]1[CH2:2][CH:3]([NH:9][C:10](=[O:12])[CH3:11])[CH2:4]2, predict the reactants needed to synthesize it. The reactants are: [CH:1]12[NH:8][CH:5]([CH2:6][CH2:7]1)[CH2:4][CH:3]([NH:9][C:10](=[O:12])[CH3:11])[CH2:2]2.C(N1CCC(NC2[C:36]3[C:31](=[C:32](OC)[CH:33]=[C:34](OC)[CH:35]=3)[C:30]([C:41]3[CH:46]=[CH:45]C(OC)=C[CH:42]=3)=NN=2)CC1)C1C=CC=CC=1.C(=O)([O-])[O-].[K+].[K+].BrCC1C=CC2C(=CC=CC=2)C=1.[OH-].[Na+].